Task: Predict the reaction yield, written as a fraction of the theoretical maximum amount of product (1.0 means a 100% yield; for example, 0.34 means a 34% yield).. Dataset: Reaction yield outcomes from USPTO patents with 853,638 reactions (1) The reactants are C(=O)([O-])[O-].[K+].[K+].[C:7]([CH2:9][C:10]([O:12][CH2:13][CH3:14])=[O:11])#[N:8].[CH2:15](Br)[C:16]([C:18]1[CH:23]=[CH:22][CH:21]=[CH:20][CH:19]=1)=[O:17]. The catalyst is CC(C)=O. The product is [C:7]([CH:9]([CH2:15][C:16](=[O:17])[C:18]1[CH:23]=[CH:22][CH:21]=[CH:20][CH:19]=1)[C:10]([O:12][CH2:13][CH3:14])=[O:11])#[N:8]. The yield is 0.900. (2) The reactants are Cl[CH2:2][CH2:3][CH2:4][N:5]1[C:9]2[CH:10]=[CH:11][CH:12]=[CH:13][C:8]=2[S:7][C:6]1=[O:14].[I-:15].[Na+]. The catalyst is CC(C)=O. The product is [I:15][CH2:2][CH2:3][CH2:4][N:5]1[C:9]2[CH:10]=[CH:11][CH:12]=[CH:13][C:8]=2[S:7][C:6]1=[O:14]. The yield is 0.830. (3) The reactants are CN(C(ON1N=NC2C=CC=NC1=2)=[N+](C)C)C.F[P-](F)(F)(F)(F)F.[NH2:25][C:26]1[C:27]([C:36]([OH:38])=O)=[CH:28][C:29]2[C:34]([CH:35]=1)=[CH:33][CH:32]=[CH:31][CH:30]=2.[NH2:39][C@@H:40]([C@H:48]1[CH2:53][CH2:52][CH2:51][CH:50]([OH:54])[CH2:49]1)[C:41]([O:43][C:44]([CH3:47])([CH3:46])[CH3:45])=[O:42].C(N(CC)C(C)C)(C)C.C([O-])(O)=O.[Na+]. The catalyst is CN(C=O)C.C(OCC)(=O)C. The product is [NH2:25][C:26]1[C:27]([C:36]([NH:39][C@@H:40]([C@H:48]2[CH2:53][CH2:52][CH2:51][C@@H:50]([OH:54])[CH2:49]2)[C:41]([O:43][C:44]([CH3:47])([CH3:46])[CH3:45])=[O:42])=[O:38])=[CH:28][C:29]2[C:34]([CH:35]=1)=[CH:33][CH:32]=[CH:31][CH:30]=2. The yield is 0.340. (4) The reactants are [CH3:1][C:2]1[C:3]([N+:16]([O-:18])=[O:17])=[C:4]([C:10]([N+:13]([O-:15])=[O:14])=[CH:11][CH:12]=1)[C:5]([O:7][CH2:8][CH3:9])=[O:6].C[C:20]([N:22]([CH3:24])[CH3:23])=O. The catalyst is CN(C=O)C. The product is [CH3:20][N:22]([CH3:24])/[CH:23]=[CH:1]/[C:2]1[C:3]([N+:16]([O-:18])=[O:17])=[C:4]([C:10]([N+:13]([O-:15])=[O:14])=[CH:11][CH:12]=1)[C:5]([O:7][CH2:8][CH3:9])=[O:6]. The yield is 0.580.